This data is from Catalyst prediction with 721,799 reactions and 888 catalyst types from USPTO. The task is: Predict which catalyst facilitates the given reaction. (1) Reactant: [CH3:1][NH2:2].Cl[CH2:4][CH:5]([P:14](=[O:17])([CH3:16])[CH3:15])[O:6][Si:7]([C:10]([CH3:13])([CH3:12])[CH3:11])([CH3:9])[CH3:8]. Product: [CH3:1][NH:2][CH2:4][CH:5]([P:14](=[O:17])([CH3:16])[CH3:15])[O:6][Si:7]([C:10]([CH3:13])([CH3:12])[CH3:11])([CH3:9])[CH3:8]. The catalyst class is: 5. (2) Reactant: [C:1]([O:4][CH2:5][CH2:6][NH:7][CH2:8][C@H:9]1[O:14][CH2:13][C@H:12]([NH:15][C:16]([O:18][C:19]([CH3:22])([CH3:21])[CH3:20])=[O:17])[CH2:11][CH2:10]1)(=[O:3])[CH3:2].[C:23](OC(=O)C)(=[O:25])[CH3:24].N1C=CC=CC=1. Product: [C:1]([O:4][CH2:5][CH2:6][N:7]([C:23](=[O:25])[CH3:24])[CH2:8][C@H:9]1[O:14][CH2:13][C@H:12]([NH:15][C:16]([O:18][C:19]([CH3:22])([CH3:21])[CH3:20])=[O:17])[CH2:11][CH2:10]1)(=[O:3])[CH3:2]. The catalyst class is: 614. (3) Reactant: [N+:1]([C:4]1[CH:5]=[C:6](B(O)O)[CH:7]=[CH:8][CH:9]=1)([O-:3])=[O:2].C(=O)([O-])[O-].[Na+].[Na+].[ClH:19].[N:20]12[CH2:27][CH2:26][CH:23]([CH2:24][CH2:25]1)[CH:22]([CH2:28][C:29]([NH:31][C:32]1[CH:37]=[CH:36][C:35](Br)=[CH:34][CH:33]=1)=[O:30])[CH2:21]2. Product: [ClH:19].[N:20]12[CH2:27][CH2:26][CH:23]([CH2:24][CH2:25]1)[CH:22]([CH2:28][C:29]([NH:31][C:32]1[CH:37]=[CH:36][C:35]([C:6]3[CH:7]=[CH:8][CH:9]=[C:4]([N+:1]([O-:3])=[O:2])[CH:5]=3)=[CH:34][CH:33]=1)=[O:30])[CH2:21]2. The catalyst class is: 151.